From a dataset of Forward reaction prediction with 1.9M reactions from USPTO patents (1976-2016). Predict the product of the given reaction. (1) Given the reactants [CH:1](=O)/[CH:2]=[CH:3]/[CH3:4].[C:6]1([S:12]([C:15]#[N:16])(=[O:14])=[O:13])[CH:11]=[CH:10][CH:9]=[CH:8][CH:7]=1.Cl([O-])(=O)(=O)=O.[Li+], predict the reaction product. The product is: [C:6]1([S:12]([C:15]2[CH:4]=[CH:3][CH:2]=[CH:1][N:16]=2)(=[O:13])=[O:14])[CH:7]=[CH:8][CH:9]=[CH:10][CH:11]=1. (2) Given the reactants Br[C:2]1[CH:3]=[C:4]([C:8]2C3C([C:15]4[CH:16]=[CH:17][CH:18]=[CH:19][C:20]=4[CH:21]=2)=CC=CC=3)[CH:5]=[CH:6][CH:7]=1.[CH3:22][CH2:23][CH2:24][CH2:25][CH2:26][CH3:27].C([Li])CCC.[B:33](OC(C)C)([O:38]C(C)C)[O:34]C(C)C.Cl, predict the reaction product. The product is: [CH:15]1[C:20]2[CH:21]=[C:8]([C:24]3[CH:23]=[C:22]([B:33]([OH:38])[OH:34])[CH:27]=[CH:26][CH:25]=3)[C:4]3[C:3](=[CH:2][CH:7]=[CH:6][CH:5]=3)[C:19]=2[CH:18]=[CH:17][CH:16]=1. (3) Given the reactants [Br:1][C:2]1[N:6]2[N:7]=[C:8](Cl)[CH:9]=[CH:10][C:5]2=[N:4][CH:3]=1.[CH2:12](CN)[C:13]1[CH:18]=[CH:17][CH:16]=[CH:15][CH:14]=1.C([O-])(O)=O.[Na+].[CH3:26][N:27]1C(=O)CCC1, predict the reaction product. The product is: [CH2:12]([N:27]([CH3:26])[C:8]1[CH:9]=[CH:10][C:5]2[N:6]([C:2]([Br:1])=[CH:3][N:4]=2)[N:7]=1)[C:13]1[CH:14]=[CH:15][CH:16]=[CH:17][CH:18]=1. (4) Given the reactants [C:1]1([OH:7])[CH:6]=[CH:5][CH:4]=[CH:3][CH:2]=1.[C:8]1(CCCCO)[CH:13]=[CH:12][CH:11]=[CH:10][CH:9]=1.C(P(CCCC)CCCC)CCC.N(C(N(C)C)=O)=NC(N(C)C)=O, predict the reaction product. The product is: [C:1]1([O:7][C:8]2[CH:13]=[CH:12][CH:11]=[CH:10][CH:9]=2)[CH:6]=[CH:5][CH:4]=[CH:3][CH:2]=1. (5) The product is: [CH3:24][C:25]([CH3:38])([CH3:37])[C:26]#[C:27][C:2]1[CH:23]=[CH:22][C:5]([C:6]([NH:8][S:9]([C:12]2[CH:17]=[CH:16][CH:15]=[CH:14][C:13]=2[S:18](=[O:21])(=[O:20])[NH2:19])(=[O:11])=[O:10])=[O:7])=[CH:4][N:3]=1. Given the reactants Br[C:2]1[CH:23]=[CH:22][C:5]([C:6]([NH:8][S:9]([C:12]2[CH:17]=[CH:16][CH:15]=[CH:14][C:13]=2[S:18](=[O:21])(=[O:20])[NH2:19])(=[O:11])=[O:10])=[O:7])=[CH:4][N:3]=1.[CH3:24][C:25]([CH3:38])([CH3:37])[C:26]#[C:27]B(OC(C)C)OC(C)C, predict the reaction product. (6) Given the reactants [C:1]1([CH2:13][CH2:14][NH2:15])[CH:2]=[N:3][N:4]2[CH:9]=[CH:8][C:7]3[O:10][CH:11]=[CH:12][C:6]=3[C:5]=12.C(N(CC)CC)C.[C:23](O[C:23](=[O:26])[CH2:24][CH3:25])(=[O:26])[CH2:24][CH3:25], predict the reaction product. The product is: [C:1]1([CH2:13][CH2:14][NH:15][C:23](=[O:26])[CH2:24][CH3:25])[CH:2]=[N:3][N:4]2[CH:9]=[CH:8][C:7]3[O:10][CH:11]=[CH:12][C:6]=3[C:5]=12. (7) Given the reactants [CH3:1][C:2]1[CH:18]=[CH:17][C:5]2[NH:6][C:7](=O)[CH:8]([C:10]3[CH:15]=[CH:14][CH:13]=[CH:12][CH:11]=3)[O:9][C:4]=2[CH:3]=1.[H-].[Al+3].[Li+].[H-].[H-].[H-].[OH-].[Na+].S([O-])([O-])(=O)=O.[Mg+2], predict the reaction product. The product is: [CH3:1][C:2]1[CH:18]=[CH:17][C:5]2[NH:6][CH2:7][CH:8]([C:10]3[CH:15]=[CH:14][CH:13]=[CH:12][CH:11]=3)[O:9][C:4]=2[CH:3]=1. (8) Given the reactants Cl[C:2]1[CH:8]=[CH:7][C:5](O)=[CH:4][C:3]=1[OH:9].[Cl:10][C:11]1[CH:12]=[C:13]2[C:18](=O)OC(=O)[C:14]2=[CH:20][C:21]=1[Cl:22].O, predict the reaction product. The product is: [Cl:22][C:21]1[C:11]([Cl:10])=[C:12]([C:2]2[CH:8]=[CH:7][CH:5]=[CH:4][CH:3]=2)[C:13]2[CH2:18][C:4]3[C:3]([O:9][C:14]=2[CH:20]=1)=[CH:2][CH:8]=[CH:7][CH:5]=3.